From a dataset of Full USPTO retrosynthesis dataset with 1.9M reactions from patents (1976-2016). Predict the reactants needed to synthesize the given product. (1) Given the product [ClH:31].[F:1][C:2]1[CH:10]=[CH:9][C:8]2[C:4](=[C:5]3[NH:6][C:11](=[O:28])[CH:12]=[C:13]([CH:15]4[CH2:20][CH2:19][NH:18][CH2:17][CH2:16]4)[N:14]3[N:7]=2)[CH:3]=1, predict the reactants needed to synthesize it. The reactants are: [F:1][C:2]1[CH:10]=[CH:9][C:8]2[C:4](=[C:5]3[NH:14][C:13]([CH:15]4[CH2:20][CH2:19][N:18](C(OC(C)(C)C)=O)[CH2:17][CH2:16]4)=[CH:12][C:11](=[O:28])[N:6]3[N:7]=2)[CH:3]=1.CO.[ClH:31]. (2) Given the product [OH:1][C@@H:2]1[CH2:27][CH2:26][C@@:25]2([CH3:28])[C@H:4]([C@@H:5]([CH3:31])[C@@H:6]([OH:30])[C@@H:7]3[C@@H:24]2[CH2:23][CH2:22][C@@:21]2([CH3:29])[C@H:8]3[CH2:9][CH2:10][C@@H:11]2[C@H:12]([CH3:20])[CH2:13][CH2:14][C:15]([OH:17])=[O:16])[CH2:3]1, predict the reactants needed to synthesize it. The reactants are: [OH:1][C@@H:2]1[CH2:27][CH2:26][C@@:25]2([CH3:28])[C@H:4]([C@@H:5]([CH2:31]C)[C@@H:6]([OH:30])[C@@H:7]3[C@@H:24]2[CH2:23][CH2:22][C@@:21]2([CH3:29])[C@H:8]3[CH2:9][CH2:10][C@@H:11]2[C@H:12]([CH3:20])[CH2:13][CH2:14][C:15]([O:17]CC)=[O:16])[CH2:3]1.[OH-].[Na+].Cl. (3) Given the product [N:15]1[CH2:16][CH2:17][CH2:18][C:14]=1[CH2:4][CH2:5][C:6]1[CH:7]=[C:8]([CH:9]=[CH:10][CH:11]=1)[C:12]#[N:13], predict the reactants needed to synthesize it. The reactants are: COC(=O)[C:4](=[C:14]1[CH2:18][CH2:17][CH2:16][NH:15]1)[CH2:5][C:6]1[CH:11]=[CH:10][CH:9]=[C:8]([C:12]#[N:13])[CH:7]=1.